This data is from Full USPTO retrosynthesis dataset with 1.9M reactions from patents (1976-2016). The task is: Predict the reactants needed to synthesize the given product. (1) Given the product [F:1][C:2]1[CH:7]=[C:6]([CH3:8])[CH:5]=[C:4]([NH2:9])[C:3]=1[OH:12], predict the reactants needed to synthesize it. The reactants are: [F:1][C:2]1[CH:7]=[C:6]([CH3:8])[CH:5]=[C:4]([N+:9]([O-])=O)[C:3]=1[OH:12].[H][H]. (2) Given the product [CH3:8][O:9][C:10](=[O:43])[CH2:11][C:13]1[C:21]2[C:16](=[CH:17][CH:18]=[CH:19][CH:20]=2)[NH:15][C:14]=1[C:22]1[CH:27]=[CH:26][C:25]([Cl:28])=[C:24]([S:29](=[O:41])(=[O:42])[NH:30][CH2:31][CH2:32][C:33]2[CH:38]=[CH:37][CH:36]=[CH:35][C:34]=2[O:39][CH3:40])[CH:23]=1, predict the reactants needed to synthesize it. The reactants are: C([SiH](CC)CC)C.[CH3:8][O:9][C:10](=[O:43])[C:11]([C:13]1[C:21]2[C:16](=[CH:17][CH:18]=[CH:19][CH:20]=2)[NH:15][C:14]=1[C:22]1[CH:27]=[CH:26][C:25]([Cl:28])=[C:24]([S:29](=[O:42])(=[O:41])[NH:30][CH2:31][CH2:32][C:33]2[CH:38]=[CH:37][CH:36]=[CH:35][C:34]=2[O:39][CH3:40])[CH:23]=1)=O.